From a dataset of Catalyst prediction with 721,799 reactions and 888 catalyst types from USPTO. Predict which catalyst facilitates the given reaction. (1) Reactant: [C:1]([C:5]1[CH:15]=[CH:14][C:8]([NH:9]C(OC)=O)=[C:7]([F:16])[CH:6]=1)([CH3:4])([CH3:3])[CH3:2].[OH-].[Na+].Cl. Product: [C:1]([C:5]1[CH:15]=[CH:14][C:8]([NH2:9])=[C:7]([F:16])[CH:6]=1)([CH3:4])([CH3:2])[CH3:3]. The catalyst class is: 6. (2) The catalyst class is: 1. Reactant: Br[CH2:2][CH2:3][CH2:4][S:5]([CH2:8][CH2:9][CH2:10][S:11]([CH2:14][CH2:15][C:16]([O:18][CH3:19])=[O:17])(=[O:13])=[O:12])(=[O:7])=[O:6].[C:20]([OH:23])(=[S:22])[CH3:21].CCN(C(C)C)C(C)C. Product: [C:20]([S:22][CH2:2][CH2:3][CH2:4][S:5]([CH2:8][CH2:9][CH2:10][S:11]([CH2:14][CH2:15][C:16]([O:18][CH3:19])=[O:17])(=[O:13])=[O:12])(=[O:7])=[O:6])(=[O:23])[CH3:21]. (3) Reactant: [CH3:1][N:2]1[C:10]2[C:5](=[CH:6][C:7](B(O)O)=[CH:8][CH:9]=2)[CH:4]=[N:3]1.Br[C:15]1[N:20]=[CH:19][C:18]([NH2:21])=[CH:17][CH:16]=1.O.C(=O)([O-])[O-].[K+].[K+]. Product: [CH3:1][N:2]1[C:10]2[C:5](=[CH:6][C:7]([C:15]3[N:20]=[CH:19][C:18]([NH2:21])=[CH:17][CH:16]=3)=[CH:8][CH:9]=2)[CH:4]=[N:3]1. The catalyst class is: 77. (4) Reactant: [Cl:1][C:2]1[CH:7]=[CH:6][N:5]=[C:4]([C:8]([OH:10])=O)[CH:3]=1.ON1C2C=CC=CC=2N=N1.Cl.CN(C)CCCN=C=NCC.[CH2:33]([NH:36][CH2:37][CH2:38][CH3:39])[CH2:34][CH3:35].C(N(CC)CC)C. Product: [CH2:33]([N:36]([CH2:37][CH2:38][CH3:39])[C:8]([C:4]1[CH:3]=[C:2]([Cl:1])[CH:7]=[CH:6][N:5]=1)=[O:10])[CH2:34][CH3:35]. The catalyst class is: 4. (5) Reactant: [Cl:1][C:2]1[CH:3]=[C:4]([CH:9]=[CH:10][N:11]=1)[C:5](OC)=[O:6].[BH4-].[Li+]. Product: [Cl:1][C:2]1[CH:3]=[C:4]([CH2:5][OH:6])[CH:9]=[CH:10][N:11]=1. The catalyst class is: 36. (6) Reactant: [Cl:1][C:2]1[CH:3]=[CH:4][C:5]([O:19][CH2:20][CH:21]([CH3:23])[CH3:22])=[C:6]([C:8]([F:18])([F:17])[C:9]2[S:10][CH:11]=[C:12]([C:14](O)=O)[N:13]=2)[CH:7]=1.[C:24]1([NH2:31])[CH:29]=[CH:28][CH:27]=[CH:26][C:25]=1[NH2:30].C(=O)([O-])[O-].[K+].[K+]. Product: [ClH:1].[Cl:1][C:2]1[CH:3]=[CH:4][C:5]([O:19][CH2:20][CH:21]([CH3:23])[CH3:22])=[C:6]([C:8]([F:18])([F:17])[C:9]2[S:10][CH:11]=[C:12]([C:14]3[NH:31][C:24]4[CH:29]=[CH:28][CH:27]=[CH:26][C:25]=4[N:30]=3)[N:13]=2)[CH:7]=1. The catalyst class is: 286. (7) Reactant: [CH2:1]([O:8][C:9]1[C:10](Cl)=[N:11][C:12]([CH2:15][O:16][Si:17]([CH:24]([CH3:26])[CH3:25])([CH:21]([CH3:23])[CH3:22])[CH:18]([CH3:20])[CH3:19])=[CH:13][CH:14]=1)[C:2]1[CH:7]=[CH:6][CH:5]=[CH:4][CH:3]=1.[O-:28][CH2:29][CH3:30].[Na+].C(O)C.O. Product: [CH2:1]([O:8][C:9]1[C:10]([O:28][CH2:29][CH3:30])=[N:11][C:12]([CH2:15][O:16][Si:17]([CH:24]([CH3:26])[CH3:25])([CH:21]([CH3:23])[CH3:22])[CH:18]([CH3:20])[CH3:19])=[CH:13][CH:14]=1)[C:2]1[CH:7]=[CH:6][CH:5]=[CH:4][CH:3]=1. The catalyst class is: 13. (8) Reactant: [OH-].[K+].[N+:3]([C:6]1[CH:11]=[CH:10][CH:9]=[CH:8][C:7]=1[S:12]([NH:15][C:16]1[CH:21]=[CH:20][CH:19]=[CH:18][CH:17]=1)(=[O:14])=[O:13])([O-:5])=[O:4].[Br:22][C:23]1[CH:24]=[CH:25][C:26]2[N:27]([CH2:37][CH2:38][CH2:39]Br)[C:28]3[C:33]([C:34]=2[CH:35]=1)=[CH:32][C:31]([Br:36])=[CH:30][CH:29]=3. Product: [Br:36][C:31]1[CH:30]=[CH:29][C:28]2[N:27]([CH2:37][CH2:38][CH2:39][N:15]([C:16]3[CH:17]=[CH:18][CH:19]=[CH:20][CH:21]=3)[S:12]([C:7]3[CH:8]=[CH:9][CH:10]=[CH:11][C:6]=3[N+:3]([O-:5])=[O:4])(=[O:14])=[O:13])[C:26]3[C:34]([C:33]=2[CH:32]=1)=[CH:35][C:23]([Br:22])=[CH:24][CH:25]=3. The catalyst class is: 31. (9) Reactant: [NH2:1][C:2]1[CH:3]=[C:4]([NH:14][C:15](=[O:17])[CH3:16])[CH:5]=[C:6]([C:8]2[CH:13]=[CH:12][CH:11]=[CH:10][CH:9]=2)[CH:7]=1.[Br:18][C:19]1[CH:24]=[CH:23][C:22](F)=[C:21]([N+:26]([O-:28])=[O:27])[CH:20]=1.[F-].[K+]. Product: [Br:18][C:19]1[CH:24]=[CH:23][C:22]([NH:1][C:2]2[CH:3]=[C:4]([NH:14][C:15](=[O:17])[CH3:16])[CH:5]=[C:6]([C:8]3[CH:13]=[CH:12][CH:11]=[CH:10][CH:9]=3)[CH:7]=2)=[C:21]([N+:26]([O-:28])=[O:27])[CH:20]=1. The catalyst class is: 3.